The task is: Predict which catalyst facilitates the given reaction.. This data is from Catalyst prediction with 721,799 reactions and 888 catalyst types from USPTO. (1) Reactant: C([O:3][C:4](=[O:35])/[C:5](/[CH3:34])=[CH:6]/[C:7]1[C:12]([F:13])=[CH:11][C:10]([C:14](=[O:32])[NH:15][C:16]2[S:17][C:18]3[CH2:28][O:27][C:26]4[C:25]([CH:29]([CH3:31])[CH3:30])=[CH:24][CH:23]=[CH:22][C:21]=4[C:19]=3[N:20]=2)=[CH:9][C:8]=1[F:33])C.CO.[OH-].[Na+].Cl. Product: [F:33][C:8]1[CH:9]=[C:10]([C:14](=[O:32])[NH:15][C:16]2[S:17][C:18]3[CH2:28][O:27][C:26]4[C:25]([CH:29]([CH3:31])[CH3:30])=[CH:24][CH:23]=[CH:22][C:21]=4[C:19]=3[N:20]=2)[CH:11]=[C:12]([F:13])[C:7]=1/[CH:6]=[C:5](\[CH3:34])/[C:4]([OH:35])=[O:3]. The catalyst class is: 1. (2) Reactant: Cl.[CH3:2][N:3]1[CH:7]=[C:6]([NH2:8])[N:5]=[CH:4]1.Cl[C:10]1[N:15]=[C:14]([S:16]([CH3:19])(=[O:18])=[O:17])[N:13]=[C:12]2[N:20]([CH2:23][CH3:24])[N:21]=[CH:22][C:11]=12. Product: [CH2:23]([N:20]1[C:12]2=[N:13][C:14]([S:16]([CH3:19])(=[O:17])=[O:18])=[N:15][C:10]([NH:8][C:6]3[N:5]=[CH:4][N:3]([CH3:2])[CH:7]=3)=[C:11]2[CH:22]=[N:21]1)[CH3:24]. The catalyst class is: 8. (3) Reactant: Cl[CH2:2][CH2:3][CH2:4][O:5][C:6]1[CH:11]=[CH:10][C:9]([C:12]2[S:13][C:14]3[CH2:19][N:18]([S:20]([C:23]4[CH:28]=[CH:27][C:26]([CH3:29])=[CH:25][CH:24]=4)(=[O:22])=[O:21])[CH2:17][C:15]=3[N:16]=2)=[CH:8][CH:7]=1.[CH3:30][CH:31]1[CH2:35][CH2:34][CH2:33][NH:32]1. Product: [CH3:29][C:26]1[CH:27]=[CH:28][C:23]([S:20]([N:18]2[CH2:19][C:14]3[S:13][C:12]([C:9]4[CH:10]=[CH:11][C:6]([O:5][CH2:4][CH2:3][CH2:2][N:32]5[CH2:33][CH2:34][CH2:35][CH:31]5[CH3:30])=[CH:7][CH:8]=4)=[N:16][C:15]=3[CH2:17]2)(=[O:22])=[O:21])=[CH:24][CH:25]=1. The catalyst class is: 10. (4) Reactant: [Cl-].[NH4+].O.[I:4][C:5]1[CH:10]=[CH:9][C:8]([CH3:11])=[C:7]([N+:12]([O-])=O)[C:6]=1[CH3:15]. Product: [I:4][C:5]1[C:6]([CH3:15])=[C:7]([NH2:12])[C:8]([CH3:11])=[CH:9][CH:10]=1. The catalyst class is: 186.